From a dataset of Forward reaction prediction with 1.9M reactions from USPTO patents (1976-2016). Predict the product of the given reaction. The product is: [F:12][C:8]1[CH:7]=[C:3]2[C:2](=[CH:10][C:9]=1[F:11])[N:1]=[CH:17][NH:18][C:4]2=[O:5]. Given the reactants [NH2:1][C:2]1[CH:10]=[C:9]([F:11])[C:8]([F:12])=[CH:7][C:3]=1[C:4](O)=[O:5].C(O)(=O)C.[CH:17](N)=[NH:18], predict the reaction product.